From a dataset of Full USPTO retrosynthesis dataset with 1.9M reactions from patents (1976-2016). Predict the reactants needed to synthesize the given product. The reactants are: [Cl-].[Al+3].[Cl-].[Cl-].[C:5]1(=[O:11])[O:10][C:8](=[O:9])[CH2:7][CH2:6]1.[CH2:12]([N:16]1[CH:21]=[CH:20][C:19]([CH3:23])([CH3:22])[CH2:18][CH2:17]1)[CH:13]([CH3:15])[CH3:14]. Given the product [CH2:12]([N:16]1[CH2:21][CH2:20][C:19]([CH3:23])([CH3:22])[C:18]([C:5](=[O:11])[CH2:6][CH2:7][C:8]([OH:10])=[O:9])=[CH:17]1)[CH:13]([CH3:15])[CH3:14], predict the reactants needed to synthesize it.